Regression. Given a peptide amino acid sequence and an MHC pseudo amino acid sequence, predict their binding affinity value. This is MHC class II binding data. From a dataset of Peptide-MHC class II binding affinity with 134,281 pairs from IEDB. (1) The peptide sequence is CVPKVTFTVEKGSNE. The MHC is HLA-DPA10103-DPB10401 with pseudo-sequence HLA-DPA10103-DPB10401. The binding affinity (normalized) is 0.176. (2) The peptide sequence is RVYQEPQVSPPQRAET. The MHC is DRB5_0101 with pseudo-sequence DRB5_0101. The binding affinity (normalized) is 0.689. (3) The MHC is DRB1_1101 with pseudo-sequence DRB1_1101. The binding affinity (normalized) is 0. The peptide sequence is TRKIMKVVNRWLFRHHHHHH. (4) The peptide sequence is LGNVLINESFGVEPV. The MHC is DRB1_1201 with pseudo-sequence DRB1_1201. The binding affinity (normalized) is 0.566. (5) The peptide sequence is GARYLEFEALGFLNE. The MHC is DRB1_0301 with pseudo-sequence DRB1_0301. The binding affinity (normalized) is 0.405. (6) The peptide sequence is YDEFLANVSTVLTGK. The MHC is DRB3_0202 with pseudo-sequence DRB3_0202. The binding affinity (normalized) is 1.00. (7) The peptide sequence is QSALSEFIKFAEGRR. The MHC is HLA-DQA10201-DQB10303 with pseudo-sequence HLA-DQA10201-DQB10303. The binding affinity (normalized) is 0.366. (8) The peptide sequence is ALRVIAGALEVHAVK. The MHC is DRB1_0405 with pseudo-sequence DRB1_0405. The binding affinity (normalized) is 0.429.